Regression. Given two drug SMILES strings and cell line genomic features, predict the synergy score measuring deviation from expected non-interaction effect. From a dataset of NCI-60 drug combinations with 297,098 pairs across 59 cell lines. (1) Drug 1: CCC1=CC2CC(C3=C(CN(C2)C1)C4=CC=CC=C4N3)(C5=C(C=C6C(=C5)C78CCN9C7C(C=CC9)(C(C(C8N6C)(C(=O)OC)O)OC(=O)C)CC)OC)C(=O)OC.C(C(C(=O)O)O)(C(=O)O)O. Drug 2: C1CC(C1)(C(=O)O)C(=O)O.[NH2-].[NH2-].[Pt+2]. Cell line: A549. Synergy scores: CSS=46.4, Synergy_ZIP=-1.48, Synergy_Bliss=-1.88, Synergy_Loewe=-18.4, Synergy_HSA=1.74. (2) Drug 1: C1=CC(=CC=C1CCCC(=O)O)N(CCCl)CCCl. Drug 2: CC1=C(C(CCC1)(C)C)C=CC(=CC=CC(=CC(=O)O)C)C. Cell line: IGROV1. Synergy scores: CSS=37.0, Synergy_ZIP=4.53, Synergy_Bliss=3.38, Synergy_Loewe=5.63, Synergy_HSA=5.73. (3) Drug 1: C1=CC(=CC=C1CC(C(=O)O)N)N(CCCl)CCCl.Cl. Drug 2: CCC1=C2CN3C(=CC4=C(C3=O)COC(=O)C4(CC)O)C2=NC5=C1C=C(C=C5)O. Cell line: SF-268. Synergy scores: CSS=45.6, Synergy_ZIP=-2.24, Synergy_Bliss=0.0918, Synergy_Loewe=-26.9, Synergy_HSA=0.541. (4) Drug 1: CS(=O)(=O)C1=CC(=C(C=C1)C(=O)NC2=CC(=C(C=C2)Cl)C3=CC=CC=N3)Cl. Drug 2: C1CNP(=O)(OC1)N(CCCl)CCCl. Cell line: SF-268. Synergy scores: CSS=-5.14, Synergy_ZIP=1.21, Synergy_Bliss=-3.52, Synergy_Loewe=-7.83, Synergy_HSA=-7.24. (5) Drug 1: CN1CCC(CC1)COC2=C(C=C3C(=C2)N=CN=C3NC4=C(C=C(C=C4)Br)F)OC. Drug 2: CC1=C(N=C(N=C1N)C(CC(=O)N)NCC(C(=O)N)N)C(=O)NC(C(C2=CN=CN2)OC3C(C(C(C(O3)CO)O)O)OC4C(C(C(C(O4)CO)O)OC(=O)N)O)C(=O)NC(C)C(C(C)C(=O)NC(C(C)O)C(=O)NCCC5=NC(=CS5)C6=NC(=CS6)C(=O)NCCC[S+](C)C)O. Cell line: MDA-MB-231. Synergy scores: CSS=9.36, Synergy_ZIP=-7.22, Synergy_Bliss=-7.01, Synergy_Loewe=-3.51, Synergy_HSA=-3.24. (6) Cell line: SN12C. Synergy scores: CSS=14.5, Synergy_ZIP=-2.20, Synergy_Bliss=4.40, Synergy_Loewe=4.73, Synergy_HSA=5.59. Drug 1: CNC(=O)C1=CC=CC=C1SC2=CC3=C(C=C2)C(=NN3)C=CC4=CC=CC=N4. Drug 2: C1=CC=C(C=C1)NC(=O)CCCCCCC(=O)NO. (7) Drug 1: CC1C(C(CC(O1)OC2CC(CC3=C2C(=C4C(=C3O)C(=O)C5=C(C4=O)C(=CC=C5)OC)O)(C(=O)C)O)N)O.Cl. Drug 2: CC12CCC3C(C1CCC2O)C(CC4=C3C=CC(=C4)O)CCCCCCCCCS(=O)CCCC(C(F)(F)F)(F)F. Cell line: SK-MEL-28. Synergy scores: CSS=9.77, Synergy_ZIP=0.447, Synergy_Bliss=3.19, Synergy_Loewe=1.22, Synergy_HSA=1.35. (8) Drug 1: COC1=C(C=C2C(=C1)N=CN=C2NC3=CC(=C(C=C3)F)Cl)OCCCN4CCOCC4. Drug 2: C1CNP(=O)(OC1)N(CCCl)CCCl. Cell line: RPMI-8226. Synergy scores: CSS=13.8, Synergy_ZIP=8.53, Synergy_Bliss=1.52, Synergy_Loewe=-9.11, Synergy_HSA=0.587. (9) Drug 1: CCC1=C2CN3C(=CC4=C(C3=O)COC(=O)C4(CC)O)C2=NC5=C1C=C(C=C5)O. Drug 2: C1=NC(=NC(=O)N1C2C(C(C(O2)CO)O)O)N. Cell line: COLO 205. Synergy scores: CSS=50.7, Synergy_ZIP=-3.59, Synergy_Bliss=-4.51, Synergy_Loewe=-0.437, Synergy_HSA=1.52.